This data is from M1 muscarinic receptor antagonist screen with 61,756 compounds. The task is: Binary Classification. Given a drug SMILES string, predict its activity (active/inactive) in a high-throughput screening assay against a specified biological target. (1) The drug is s1c(c2[nH]nc3OC(N)=C(C(C(C)C)c23)C#N)ccc1. The result is 0 (inactive). (2) The compound is Clc1cc(N(C=2SC(CN2)(C)C)C(=O)NC)ccc1F. The result is 0 (inactive). (3) The compound is O=C(N(C1CCCCC1)Cc1[nH]c2c(c(=O)n1)cccc2)NC1CCCCC1. The result is 0 (inactive). (4) The drug is Clc1cc(n2c(SCC(=O)Nc3cc4OCCOc4cc3)ncc2)ccc1. The result is 0 (inactive). (5) The drug is O1C(CCC1)CN\C(=C1\C(=O)NC(=O)NC1=O)C. The result is 0 (inactive). (6) The molecule is O=C1N(CC(O)COc2ccc(OCCCCCC)cc2)C(=O)NC1(C)C. The result is 0 (inactive). (7) The drug is O=c1n(c2c(c(=O)n1Cc1ccccc1)cc(OC)c(OC)c2)CC(=O)NCc1occc1. The result is 0 (inactive). (8) The drug is Clc1cc(Cn2nc(c(NC(=O)c3noc(c4cc5OCOc5cc4)c3)c2C)C)ccc1Cl. The result is 0 (inactive). (9) The drug is Brc1ccc(OCCn2ccnc2)cc1. The result is 0 (inactive).